Dataset: Forward reaction prediction with 1.9M reactions from USPTO patents (1976-2016). Task: Predict the product of the given reaction. The product is: [OH:1][C:2]1[CH:10]=[CH:9][CH:8]=[C:7]([OH:11])[C:3]=1[C:4]([NH2:13])=[O:5]. Given the reactants [OH:1][C:2]1[CH:10]=[CH:9][CH:8]=[C:7]([OH:11])[C:3]=1[C:4]([O-])=[O:5].C[NH2:13].C1COCC1, predict the reaction product.